From a dataset of Forward reaction prediction with 1.9M reactions from USPTO patents (1976-2016). Predict the product of the given reaction. (1) Given the reactants [CH3:1][C:2]1([CH3:29])[CH2:5][CH:4]([CH:6]([NH:18][C:19]2[CH:20]=[N:21][C:22]3[C:27]([CH:28]=2)=[CH:26][CH:25]=[CH:24][CH:23]=3)[C:7]2[CH:17]=[CH:16][C:10]([C:11]([O:13]CC)=[O:12])=[CH:9][CH:8]=2)[CH2:3]1.O1CCCC1.[OH-].[Na+].Cl, predict the reaction product. The product is: [CH3:1][C:2]1([CH3:29])[CH2:5][CH:4]([CH:6]([NH:18][C:19]2[CH:20]=[N:21][C:22]3[C:27]([CH:28]=2)=[CH:26][CH:25]=[CH:24][CH:23]=3)[C:7]2[CH:8]=[CH:9][C:10]([C:11]([OH:13])=[O:12])=[CH:16][CH:17]=2)[CH2:3]1. (2) Given the reactants [O:1]=[C:2]1[C:7]2[C:8]([CH2:11][O:12][C:13]3[CH:21]=[CH:20][CH:19]=[C:18]4[C:14]=3[CH:15]=[C:16]([C:22](O)=[O:23])[NH:17]4)=[CH:9][O:10][C:6]=2[CH2:5][CH2:4][CH2:3]1.[NH2:25][CH:26]1[CH2:31][CH2:30][C:29]([CH2:33][CH2:34][N:35]2[CH2:40][CH2:39][C@H:38]([OH:41])[C@@H:37]([CH3:42])[CH2:36]2)([OH:32])[CH2:28][CH2:27]1, predict the reaction product. The product is: [OH:32][C:29]1([CH2:33][CH2:34][N:35]2[CH2:40][CH2:39][C@H:38]([OH:41])[C@@H:37]([CH3:42])[CH2:36]2)[CH2:30][CH2:31][CH:26]([NH:25][C:22]([C:16]2[NH:17][C:18]3[C:14]([CH:15]=2)=[C:13]([O:12][CH2:11][C:8]2[C:7]4[C:2](=[O:1])[CH2:3][CH2:4][CH2:5][C:6]=4[O:10][CH:9]=2)[CH:21]=[CH:20][CH:19]=3)=[O:23])[CH2:27][CH2:28]1.